Dataset: Retrosynthesis with 50K atom-mapped reactions and 10 reaction types from USPTO. Task: Predict the reactants needed to synthesize the given product. (1) Given the product CN(c1cc2c(cn1)ncn2C)c1ccc(CN)cc1F, predict the reactants needed to synthesize it. The reactants are: CN(c1cc2c(cn1)ncn2C)c1ccc(C#N)cc1F. (2) Given the product C#Cc1ccc(C2(OC)CC2)cc1, predict the reactants needed to synthesize it. The reactants are: COC1(c2ccc(C#C[Si](C)(C)C)cc2)CC1. (3) Given the product Clc1ccc(-c2cnc(Nc3ccc4c(c3)OCCO4)nc2Nc2ccc3c(c2)OCCO3)cc1, predict the reactants needed to synthesize it. The reactants are: OB(O)c1ccc(Cl)cc1.c1ccc(-c2cnc(Nc3ccc4c(c3)OCCO4)nc2Nc2ccc3c(c2)OCCO3)cc1. (4) Given the product C=C(C)c1snc(-c2ccc(CC)cc2)c1COc1ccc(CCC(=O)OCC)c(C)c1C, predict the reactants needed to synthesize it. The reactants are: C=C(C)c1snc(-c2ccc(CC)cc2)c1CCl.CCOC(=O)CCc1ccc(O)c(C)c1C. (5) Given the product Cc1cc(C(=O)N2CCN(C(=O)OC(C)(C)C)C[C@H]2/C=C/c2ccccc2)c(-c2ccccc2)n1-c1ccccc1, predict the reactants needed to synthesize it. The reactants are: CCOP(=O)(Cc1ccccc1)OCC.Cc1cc(C(=O)N2CCN(C(=O)OC(C)(C)C)C[C@H]2C=O)c(-c2ccccc2)n1-c1ccccc1.